This data is from CYP2D6 inhibition data for predicting drug metabolism from PubChem BioAssay. The task is: Regression/Classification. Given a drug SMILES string, predict its absorption, distribution, metabolism, or excretion properties. Task type varies by dataset: regression for continuous measurements (e.g., permeability, clearance, half-life) or binary classification for categorical outcomes (e.g., BBB penetration, CYP inhibition). Dataset: cyp2d6_veith. (1) The drug is CCC(C(=O)NC(C)(C)C)N(C(=O)Cn1nnc(-c2ccccc2F)n1)c1cccc2c1CCCC2. The result is 1 (inhibitor). (2) The molecule is C/C(Cl)=C/CSc1nnc2n(N)c(=O)c3ccccc3n12. The result is 0 (non-inhibitor).